This data is from Forward reaction prediction with 1.9M reactions from USPTO patents (1976-2016). The task is: Predict the product of the given reaction. (1) Given the reactants [C:1]1([C:7](=[N:9][C:10]2[CH:15]=[CH:14][CH:13]=[CH:12][CH:11]=2)[CH3:8])[CH:6]=[CH:5][CH:4]=[CH:3][CH:2]=1, predict the reaction product. The product is: [C:1]1([CH:7]([NH:9][C:10]2[CH:15]=[CH:14][CH:13]=[CH:12][CH:11]=2)[CH3:8])[CH:2]=[CH:3][CH:4]=[CH:5][CH:6]=1. (2) The product is: [CH3:25][C:22]1[N:23]=[CH:24][C:19]([N:9]2[CH:10]=[C:11]([C:13]3[S:14][CH:15]=[C:16]([CH3:18])[N:17]=3)[N:12]=[C:8]2[C:5]2[CH:6]=[CH:7][C:2]([NH:26][C:27]3[C:32]([N+:33]([O-:35])=[O:34])=[CH:31][CH:30]=[CH:29][N:28]=3)=[CH:3][CH:4]=2)=[CH:20][CH:21]=1. Given the reactants I[C:2]1[CH:7]=[CH:6][C:5]([C:8]2[N:9]([C:19]3[CH:20]=[CH:21][C:22]([CH3:25])=[N:23][CH:24]=3)[CH:10]=[C:11]([C:13]3[S:14][CH:15]=[C:16]([CH3:18])[N:17]=3)[N:12]=2)=[CH:4][CH:3]=1.[NH2:26][C:27]1[C:32]([N+:33]([O-:35])=[O:34])=[CH:31][CH:30]=[CH:29][N:28]=1.C([O-])([O-])=O.[Cs+].[Cs+], predict the reaction product.